This data is from TCR-epitope binding with 47,182 pairs between 192 epitopes and 23,139 TCRs. The task is: Binary Classification. Given a T-cell receptor sequence (or CDR3 region) and an epitope sequence, predict whether binding occurs between them. The epitope is AIMTRCLAV. The TCR CDR3 sequence is CASSPMGSATQYF. Result: 1 (the TCR binds to the epitope).